Predict which catalyst facilitates the given reaction. From a dataset of Catalyst prediction with 721,799 reactions and 888 catalyst types from USPTO. (1) Reactant: [CH2:1]([N:5]1[C:13]2[N:12]=[CH:11][NH:10][C:9]=2[C:8](=[O:14])[N:7]([CH2:15][CH3:16])[C:6]1=[O:17])[CH2:2][CH2:3][CH3:4].C1C(=O)N([Cl:25])C(=O)C1. The catalyst class is: 23. Product: [CH2:1]([N:5]1[C:13]2[N:12]=[C:11]([Cl:25])[NH:10][C:9]=2[C:8](=[O:14])[N:7]([CH2:15][CH3:16])[C:6]1=[O:17])[CH2:2][CH2:3][CH3:4]. (2) Reactant: [C:1]([C:5]1[CH:6]=[C:7]2[C:12](=[C:13]([F:15])[CH:14]=1)[C:11](=[O:16])[N:10]([C:17]1[N:24]=[CH:23][CH:22]=[C:21]([C:25]3[CH:30]=[C:29]([NH:31][C:32]4[CH:36]=[C:35]([CH3:37])[O:34][N:33]=4)[C:28](=[O:38])[N:27]([CH3:39])[CH:26]=3)[C:18]=1[CH:19]=[O:20])[N:9]=[CH:8]2)([CH3:4])([CH3:3])[CH3:2].[BH4-].[Na+]. Product: [C:1]([C:5]1[CH:6]=[C:7]2[C:12](=[C:13]([F:15])[CH:14]=1)[C:11](=[O:16])[N:10]([C:17]1[C:18]([CH2:19][OH:20])=[C:21]([C:25]3[CH:30]=[C:29]([NH:31][C:32]4[CH:36]=[C:35]([CH3:37])[O:34][N:33]=4)[C:28](=[O:38])[N:27]([CH3:39])[CH:26]=3)[CH:22]=[CH:23][N:24]=1)[N:9]=[CH:8]2)([CH3:4])([CH3:2])[CH3:3]. The catalyst class is: 5. (3) Reactant: [OH:1][CH2:2][CH:3]1[O:7][N:6]=[C:5]([C:8]2[N:13]=[CH:12][C:11]([C:14]3[CH:19]=[CH:18][C:17]([N:20]4[CH2:24][C@H:23]([CH2:25][N:26]5[CH:30]=[CH:29][N:28]=[N:27]5)[O:22][C:21]4=[O:31])=[CH:16][C:15]=3[F:32])=[CH:10][CH:9]=2)[CH2:4]1.Cl.[CH3:34][N:35]([CH3:44])[CH2:36][CH2:37]CN=C=NCC.[C:45](#N)C.CC[O:50][CH2:51][CH3:52]. Product: [CH2:36]([N:35]([CH2:34][CH3:45])[CH2:44][CH2:52][C:51]([O:1][CH2:2][C@H:3]1[O:7][N:6]=[C:5]([C:8]2[CH:9]=[CH:10][C:11]([C:14]3[CH:19]=[CH:18][C:17]([N:20]4[CH2:24][C@H:23]([CH2:25][N:26]5[CH:30]=[CH:29][N:28]=[N:27]5)[O:22][C:21]4=[O:31])=[CH:16][C:15]=3[F:32])=[CH:12][N:13]=2)[CH2:4]1)=[O:50])[CH3:37]. The catalyst class is: 456. (4) The catalyst class is: 15. Reactant: [CH:1]1[C:13]2[CH2:12][C:11]3[C:6](=[CH:7][CH:8]=[CH:9][CH:10]=3)[C:5]=2[CH:4]=[CH:3][CH:2]=1.II.[I:16](O)(=O)(=O)=O. Product: [I:16][C:9]1[CH:8]=[CH:7][C:6]2[C:5]3[C:13](=[CH:1][CH:2]=[CH:3][CH:4]=3)[CH2:12][C:11]=2[CH:10]=1. (5) Reactant: [CH:1](=O)[CH3:2].C(O)(=O)C.C(O[BH-](OC(=O)C)OC(=O)C)(=O)C.[Na+].[CH2:22]([NH:25][C:26]1[CH:31]=[CH:30][C:29]([C:32]2[CH:37]=[CH:36][C:35]([NH:38][C:39]([C:41]3[CH:46]=[C:45]([N+:47]([O-:49])=[O:48])[CH:44]=[CH:43][C:42]=3[Cl:50])=[O:40])=[CH:34][CH:33]=2)=[CH:28][CH:27]=1)[CH2:23][CH3:24].C(=O)(O)[O-].[Na+]. Product: [CH2:1]([N:25]([C:26]1[CH:27]=[CH:28][C:29]([C:32]2[CH:33]=[CH:34][C:35]([NH:38][C:39]([C:41]3[CH:46]=[C:45]([N+:47]([O-:49])=[O:48])[CH:44]=[CH:43][C:42]=3[Cl:50])=[O:40])=[CH:36][CH:37]=2)=[CH:30][CH:31]=1)[CH2:22][CH2:23][CH3:24])[CH3:2]. The catalyst class is: 20. (6) Reactant: [I-].[NH2:2][N+:3]1[CH:8]=[CH:7][C:6]([O:9][CH3:10])=[CH:5][CH:4]=1.[C:11]1([S:17]([C:20]2[N:21]=[N:22][C:23]([C:26]#[C:27][C:28]3[CH:33]=[CH:32][CH:31]=[CH:30][CH:29]=3)=[CH:24][CH:25]=2)(=[O:19])=[O:18])[CH:16]=[CH:15][CH:14]=[CH:13][CH:12]=1.C(=O)([O-])[O-].[K+].[K+].O. Product: [C:11]1([S:17]([C:20]2[N:21]=[N:22][C:23]([C:26]3[C:27]([C:28]4[CH:29]=[CH:30][CH:31]=[CH:32][CH:33]=4)=[N:2][N:3]4[CH:8]=[CH:7][C:6]([O:9][CH3:10])=[CH:5][C:4]=34)=[CH:24][CH:25]=2)(=[O:18])=[O:19])[CH:16]=[CH:15][CH:14]=[CH:13][CH:12]=1. The catalyst class is: 9. (7) Reactant: [CH2:1]([NH2:9])[CH2:2][C:3]1[CH:8]=[CH:7][CH:6]=[CH:5][CH:4]=1.[Cl:10][C:11]1[C:16]([N+:17]([O-:19])=[O:18])=[C:15](Cl)[CH:14]=[C:13]([CH2:21][CH2:22][CH2:23][CH2:24][CH3:25])[N:12]=1.C(N(CC)CC)C.O. Product: [Cl:10][C:11]1[C:16]([N+:17]([O-:19])=[O:18])=[C:15]([NH:9][CH2:1][CH2:2][C:3]2[CH:8]=[CH:7][CH:6]=[CH:5][CH:4]=2)[CH:14]=[C:13]([CH2:21][CH2:22][CH2:23][CH2:24][CH3:25])[N:12]=1. The catalyst class is: 3. (8) Reactant: [CH3:1][O:2][C:3](=[O:18])[C:4]1[CH:9]=[CH:8][C:7]([CH:10]([OH:17])[CH2:11][CH2:12][CH2:13][CH2:14][CH2:15][CH3:16])=[CH:6][CH:5]=1.N(C(N1CCCCC1)=O)=NC(N1CCCCC1)=O.C(P(CCCC)CCCC)CCC.[Br:50][C:51]1[C:56](C)=[CH:55][C:54](O)=[CH:53][C:52]=1C. The catalyst class is: 11. Product: [CH3:1][O:2][C:3](=[O:18])[C:4]1[CH:9]=[CH:8][C:7]([CH:10]([O:17][C:54]2[CH:55]=[CH:56][C:51]([Br:50])=[CH:52][CH:53]=2)[CH2:11][CH2:12][CH2:13][CH2:14][CH2:15][CH3:16])=[CH:6][CH:5]=1. (9) Reactant: C(=O)([O-])[O-].[K+].[K+].Cl.[CH2:8]([NH2:12])[CH2:9][C:10]#[CH:11].[Cl:13][C:14]1[CH:15]=[C:16]([CH2:21][S:22](Cl)(=[O:24])=[O:23])[CH:17]=[CH:18][C:19]=1[Cl:20]. Product: [CH2:8]([NH:12][S:22]([CH2:21][C:16]1[CH:17]=[CH:18][C:19]([Cl:20])=[C:14]([Cl:13])[CH:15]=1)(=[O:24])=[O:23])[CH2:9][C:10]#[CH:11]. The catalyst class is: 90.